Dataset: Catalyst prediction with 721,799 reactions and 888 catalyst types from USPTO. Task: Predict which catalyst facilitates the given reaction. Reactant: [Cl:1][C:2]1[C:7]([NH:8][NH:9]C(OC(C)(C)C)=O)=[C:6]([F:17])[C:5]([CH2:18][NH:19][C:20](=[O:25])[C:21]([CH3:24])([CH3:23])[CH3:22])=[CH:4][CH:3]=1.[Cl:26][C:27]1[CH:37]=[CH:36][CH:35]=[C:34]([F:38])[C:28]=1[C:29]([N:31]=[C:32]=[O:33])=O.C(O)(C(F)(F)F)=O. Product: [Cl:1][C:2]1[CH:3]=[CH:4][C:5]([CH2:18][NH:19][C:20](=[O:25])[C:21]([CH3:24])([CH3:22])[CH3:23])=[C:6]([F:17])[C:7]=1[N:8]1[C:32](=[O:33])[NH:31][C:29]([C:28]2[C:34]([F:38])=[CH:35][CH:36]=[CH:37][C:27]=2[Cl:26])=[N:9]1. The catalyst class is: 2.